The task is: Predict the reactants needed to synthesize the given product.. This data is from Full USPTO retrosynthesis dataset with 1.9M reactions from patents (1976-2016). (1) Given the product [Br:23][C:10]1([Br:24])[C:11]2=[N:12][CH:13]=[CH:14][CH:15]=[C:16]2[N:8]([CH:7]([C:1]2[CH:6]=[CH:5][CH:4]=[CH:3][CH:2]=2)[C:17]2[CH:22]=[CH:21][CH:20]=[CH:19][CH:18]=2)[C:9]1=[O:48], predict the reactants needed to synthesize it. The reactants are: [C:1]1([CH:7]([C:17]2[CH:22]=[CH:21][CH:20]=[CH:19][CH:18]=2)[N:8]2[C:16]3[C:11](=[N:12][CH:13]=[CH:14][CH:15]=3)[CH:10]=[CH:9]2)[CH:6]=[CH:5][CH:4]=[CH:3][CH:2]=1.[Br-:23].[Br-:24].[Br-].[NH+]1C=CC=CC=1.[NH+]1C=CC=CC=1.[NH+]1C=CC=CC=1.C([OH:48])(C)(C)C. (2) The reactants are: [F:1][C:2]1[CH:3]=[C:4]([N:9]2[C:14]3[N:15]=[CH:16][C:17]([F:19])=[CH:18][C:13]=3[C:12](=[O:20])[N:11]([CH:21]3[CH2:26][CH2:25][N:24](C(OC(C)(C)C)=O)[CH2:23][CH2:22]3)[C:10]2=[O:34])[CH:5]=[CH:6][C:7]=1[F:8].[ClH:35]. Given the product [ClH:35].[F:1][C:2]1[CH:3]=[C:4]([N:9]2[C:14]3[N:15]=[CH:16][C:17]([F:19])=[CH:18][C:13]=3[C:12](=[O:20])[N:11]([CH:21]3[CH2:22][CH2:23][NH:24][CH2:25][CH2:26]3)[C:10]2=[O:34])[CH:5]=[CH:6][C:7]=1[F:8], predict the reactants needed to synthesize it. (3) Given the product [C:21]([O:24][CH:25]([C:26](=[O:27])[NH:17][C:14]1[C:13]([I:18])=[C:9]([C:10]([Cl:12])=[O:11])[C:8]([I:19])=[C:7]([C:5](=[O:6])[N:4]([CH2:1][CH:2]=[CH2:3])[CH3:20])[C:15]=1[I:16])[CH2:29][O:30][C:31](=[O:33])[CH3:32])(=[O:23])[CH3:22], predict the reactants needed to synthesize it. The reactants are: [CH2:1]([N:4]([CH3:20])[C:5]([C:7]1[C:8]([I:19])=[C:9]([C:13]([I:18])=[C:14]([NH2:17])[C:15]=1[I:16])[C:10]([Cl:12])=[O:11])=[O:6])[CH:2]=[CH2:3].[C:21]([O:24][CH:25]([CH2:29][O:30][C:31](=[O:33])[CH3:32])[C:26](Cl)=[O:27])(=[O:23])[CH3:22]. (4) Given the product [CH3:46][C:47]1[CH:48]=[C:49]([CH:50]=[CH:51][CH:52]=1)[O:53][C:54]1[S:58][C:57]([CH2:59][NH:60][C:38](=[O:40])[C:37]2[CH:41]=[CH:42][C:43]([CH3:45])=[N:44][C:36]=2[NH2:35])=[CH:56][CH:55]=1, predict the reactants needed to synthesize it. The reactants are: CN([P+](ON1N=NC2C=CC=CC1=2)(N(C)C)N(C)C)C.F[P-](F)(F)(F)(F)F.C(N(CC)CC)C.[NH2:35][C:36]1[N:44]=[C:43]([CH3:45])[CH:42]=[CH:41][C:37]=1[C:38]([OH:40])=O.[CH3:46][C:47]1[CH:48]=[C:49]([O:53][C:54]2[S:58][C:57]([CH2:59][NH2:60])=[CH:56][CH:55]=2)[CH:50]=[CH:51][CH:52]=1.